From a dataset of Catalyst prediction with 721,799 reactions and 888 catalyst types from USPTO. Predict which catalyst facilitates the given reaction. (1) Reactant: Cl[C:2]([O:4][CH3:5])=[O:3].[Cl:6][C:7]1[CH:8]=[CH:9][C:10]([OH:30])=[C:11]([CH:29]=1)[C:12]([NH:14][C:15]1[CH:20]=[C:19]([C:21]([F:24])([F:23])[F:22])[CH:18]=[C:17]([C:25]([F:28])([F:27])[F:26])[CH:16]=1)=[O:13].O. Product: [Cl:6][C:7]1[CH:8]=[CH:9][C:10]([O:30][C:2]([O:4][CH3:5])=[O:3])=[C:11]([CH:29]=1)[C:12]([NH:14][C:15]1[CH:20]=[C:19]([C:21]([F:24])([F:23])[F:22])[CH:18]=[C:17]([C:25]([F:26])([F:27])[F:28])[CH:16]=1)=[O:13]. The catalyst class is: 7. (2) Product: [NH2:45][C:4]1[C:9]([Cl:10])=[C:8]([O:11][C:12]2[CH:17]=[CH:16][C:15]([NH:18][C:19]([C:21]3[C:22](=[O:36])[N:23]([C:30]4[CH:35]=[CH:34][CH:33]=[CH:32][CH:31]=4)[N:24]4[CH2:29][CH2:28][CH2:27][CH2:26][C:25]=34)=[O:20])=[CH:14][CH:13]=2)[CH:7]=[CH:6][N:5]=1. Reactant: C([C:4]1[C:9]([Cl:10])=[C:8]([O:11][C:12]2[CH:17]=[CH:16][C:15]([NH:18][C:19]([C:21]3[C:22](=[O:36])[N:23]([C:30]4[CH:35]=[CH:34][CH:33]=[CH:32][CH:31]=4)[N:24]4[CH2:29][CH2:28][CH2:27][CH2:26][C:25]=34)=[O:20])=[CH:14][CH:13]=2)[CH:7]=[CH:6][N:5]=1)(=O)N.CCOC(C)=O.CC#[N:45].C(OI(C1C=CC=CC=1)OC(=O)C)(=O)C. The catalyst class is: 6. (3) Reactant: [C:1]([CH2:3][N:4]1[C:9](=[O:10])[C:8]2[C:11]([C:32]3[CH:37]=[CH:36][CH:35]=[CH:34][CH:33]=3)=[C:12]([C:14]3[CH:19]=[CH:18][C:17]([C:20]4([NH:24]C(=O)OC(C)(C)C)[CH2:23][CH2:22][CH2:21]4)=[CH:16][CH:15]=3)[O:13][C:7]=2[N:6]=[C:5]1[S:38][CH3:39])#[N:2].C(O)(C(F)(F)F)=O. Product: [NH2:24][C:20]1([C:17]2[CH:18]=[CH:19][C:14]([C:12]3[O:13][C:7]4[N:6]=[C:5]([S:38][CH3:39])[N:4]([CH2:3][C:1]#[N:2])[C:9](=[O:10])[C:8]=4[C:11]=3[C:32]3[CH:33]=[CH:34][CH:35]=[CH:36][CH:37]=3)=[CH:15][CH:16]=2)[CH2:21][CH2:22][CH2:23]1. The catalyst class is: 2. (4) Reactant: [F:1][CH2:2][C@@H:3]([N:15]1[C:23](=[O:24])[C:22]2[C:17](=[CH:18][CH:19]=[CH:20][CH:21]=2)[C:16]1=[O:25])[CH2:4][C:5](OCC1C=CC=CC=1)=[O:6].[H-].C([Al+]CC(C)C)C(C)C. Product: [F:1][CH2:2][C@@H:3]([N:15]1[C:23](=[O:24])[C:22]2[C:17](=[CH:18][CH:19]=[CH:20][CH:21]=2)[C:16]1=[O:25])[CH2:4][CH:5]=[O:6]. The catalyst class is: 28. (5) Reactant: Cl.Cl.[F:3][C:4]1[C:12]([C:13]2[C:21]3[C:20]([NH2:22])=[N:19][CH:18]=[N:17][C:16]=3[N:15]([CH3:23])[CH:14]=2)=[CH:11][CH:10]=[C:9]2[C:5]=1[CH2:6][CH2:7][NH:8]2.[F:24][C:25]1[CH:30]=[CH:29][C:28]([F:31])=[CH:27][C:26]=1[CH2:32][C:33](O)=[O:34].CN(C(ON1N=NC2C=CC=NC1=2)=[N+](C)C)C.F[P-](F)(F)(F)(F)F.CCN(C(C)C)C(C)C. Product: [F:24][C:25]1[CH:30]=[CH:29][C:28]([F:31])=[CH:27][C:26]=1[CH2:32][C:33]([N:8]1[C:9]2[C:5](=[C:4]([F:3])[C:12]([C:13]3[C:21]4[C:20]([NH2:22])=[N:19][CH:18]=[N:17][C:16]=4[N:15]([CH3:23])[CH:14]=3)=[CH:11][CH:10]=2)[CH2:6][CH2:7]1)=[O:34]. The catalyst class is: 6.